This data is from Full USPTO retrosynthesis dataset with 1.9M reactions from patents (1976-2016). The task is: Predict the reactants needed to synthesize the given product. (1) Given the product [C:33]([O:37][C:38]([N:40]1[CH2:45][CH2:44][CH:43]([CH2:46][NH:47][C:3](=[O:4])[C:2]([CH3:1])([NH:7][C:8](=[O:32])[C:9]2[CH:14]=[CH:13][C:12]([S:15](=[O:30])(=[O:31])[NH:16][C:17]3[CH:22]=[CH:21][CH:20]=[CH:19][C:18]=3[O:23][C:24]3[CH:25]=[CH:26][CH:27]=[CH:28][CH:29]=3)=[CH:11][CH:10]=2)[CH3:6])[CH2:42][CH2:41]1)=[O:39])([CH3:36])([CH3:35])[CH3:34], predict the reactants needed to synthesize it. The reactants are: [CH3:1][C:2]([NH:7][C:8](=[O:32])[C:9]1[CH:14]=[CH:13][C:12]([S:15](=[O:31])(=[O:30])[NH:16][C:17]2[CH:22]=[CH:21][CH:20]=[CH:19][C:18]=2[O:23][C:24]2[CH:29]=[CH:28][CH:27]=[CH:26][CH:25]=2)=[CH:11][CH:10]=1)([CH3:6])[C:3](O)=[O:4].[C:33]([O:37][C:38]([N:40]1[CH2:45][CH2:44][CH:43]([CH2:46][NH2:47])[CH2:42][CH2:41]1)=[O:39])([CH3:36])([CH3:35])[CH3:34]. (2) Given the product [OH:8][C:9]1([C:18]([N:20]2[CH2:24][CH2:23][CH2:22][C@H:21]2[C:25]([OH:27])=[O:26])=[O:19])[C:17]2[CH:16]=[CH:15][N:14]=[CH:13][C:12]=2[CH2:11][CH2:10]1, predict the reactants needed to synthesize it. The reactants are: FC(F)(F)C(O)=O.[OH:8][C:9]1([C:18]([N:20]2[CH2:24][CH2:23][CH2:22][C@H:21]2[C:25]([O:27]C(C)(C)C)=[O:26])=[O:19])[C:17]2[CH:16]=[CH:15][N:14]=[CH:13][C:12]=2[CH2:11][CH2:10]1. (3) Given the product [CH2:1]([O:8][C:9]1[C:18]2[C:13](=[CH:14][CH:15]=[CH:16][CH:17]=2)[CH:12]=[C:11]([CH2:19][Cl:22])[CH:10]=1)[C:2]1[CH:7]=[CH:6][CH:5]=[CH:4][CH:3]=1, predict the reactants needed to synthesize it. The reactants are: [CH2:1]([O:8][C:9]1[C:18]2[C:13](=[CH:14][CH:15]=[CH:16][CH:17]=2)[CH:12]=[C:11]([CH2:19]O)[CH:10]=1)[C:2]1[CH:7]=[CH:6][CH:5]=[CH:4][CH:3]=1.C(Cl)(Cl)(Cl)[Cl:22].